This data is from Full USPTO retrosynthesis dataset with 1.9M reactions from patents (1976-2016). The task is: Predict the reactants needed to synthesize the given product. (1) The reactants are: [F:1][C:2]([F:28])([C:7]1[CH:27]=[CH:26][C:10]([CH2:11][NH:12][C:13](=O)[CH2:14][C:15]2[CH:20]=[CH:19][CH:18]=[C:17]([C:21]([F:24])([F:23])[F:22])[CH:16]=2)=[CH:9][CH:8]=1)[C:3]([F:6])([F:5])[F:4]. Given the product [F:1][C:2]([F:28])([C:7]1[CH:27]=[CH:26][C:10]([CH2:11][NH:12][CH2:13][CH2:14][C:15]2[CH:20]=[CH:19][CH:18]=[C:17]([C:21]([F:24])([F:22])[F:23])[CH:16]=2)=[CH:9][CH:8]=1)[C:3]([F:6])([F:5])[F:4], predict the reactants needed to synthesize it. (2) Given the product [N+:1]([C:4]1[CH:5]=[C:6]2[C:10]([NH:9][CH:8]=[C:7]2[CH2:13][CH2:14][NH2:15])=[CH:11][CH:12]=1)([O-:3])=[O:2], predict the reactants needed to synthesize it. The reactants are: [N+:1]([C:4]1[CH:5]=[C:6]2[C:10](=[CH:11][CH:12]=1)[NH:9][CH:8]=[C:7]2[CH2:13][C:14]#[N:15])([O-:3])=[O:2].O.